This data is from Reaction yield outcomes from USPTO patents with 853,638 reactions. The task is: Predict the reaction yield, written as a fraction of the theoretical maximum amount of product (1.0 means a 100% yield; for example, 0.34 means a 34% yield). (1) The reactants are [CH3:1][N:2]([CH2:13][C:14]1[N:18]([C:19]2[CH:26]=[CH:25][C:22]([C:23]#[N:24])=[CH:21][CH:20]=2)[C:17]2[CH:27]=[CH:28][CH:29]=[CH:30][C:16]=2[N:15]=1)[CH:3]1[C:12]2[N:11]=[CH:10][CH:9]=[CH:8][C:7]=2[CH2:6][CH2:5][CH2:4]1.NCCCN1C2C=CC=CC=2N=C1CN(C)C1C2N=CC=CC=2CCC1. No catalyst specified. The product is [NH2:24][CH2:23][C:22]1[CH:25]=[CH:26][C:19]([N:18]2[C:17]3[CH:27]=[CH:28][CH:29]=[CH:30][C:16]=3[N:15]=[C:14]2[CH2:13][N:2]([CH3:1])[CH:3]2[C:12]3[N:11]=[CH:10][CH:9]=[CH:8][C:7]=3[CH2:6][CH2:5][CH2:4]2)=[CH:20][CH:21]=1. The yield is 0.310. (2) The reactants are CC([O-])(C)C.[K+].[F:7][C:8]1[CH:13]=[C:12]([N:14]2[CH2:18][C:17](F)([F:19])[C:16](F)([F:21])[CH2:15]2)[CH:11]=[CH:10][C:9]=1[N:23]1[CH:28]=[C:27]([O:29][CH3:30])[C:26](=[O:31])[C:25]([C:32]2[N:36]([C:37]3[CH:42]=[CH:41][CH:40]=[CH:39][CH:38]=3)[N:35]=[CH:34][CH:33]=2)=[N:24]1.O. The catalyst is CS(C)=O. The product is [F:21][C:16]1[C:17]([F:19])=[CH:18][N:14]([C:12]2[CH:11]=[CH:10][C:9]([N:23]3[CH:28]=[C:27]([O:29][CH3:30])[C:26](=[O:31])[C:25]([C:32]4[N:36]([C:37]5[CH:42]=[CH:41][CH:40]=[CH:39][CH:38]=5)[N:35]=[CH:34][CH:33]=4)=[N:24]3)=[C:8]([F:7])[CH:13]=2)[CH:15]=1. The yield is 0.320. (3) The reactants are Cl[C:2]1[C:11]2[C:6](=[CH:7][C:8]([O:12][CH3:13])=[CH:9][CH:10]=2)[N:5]=[CH:4][CH:3]=1.[C:14]1([SH:20])[CH:19]=[CH:18][CH:17]=[CH:16][CH:15]=1.C(=O)([O-])[O-].[Cs+].[Cs+]. The catalyst is CS(C)=O. The product is [CH3:13][O:12][C:8]1[CH:7]=[C:6]2[C:11]([C:2]([S:20][C:14]3[CH:19]=[CH:18][CH:17]=[CH:16][CH:15]=3)=[CH:3][CH:4]=[N:5]2)=[CH:10][CH:9]=1. The yield is 0.956.